This data is from Forward reaction prediction with 1.9M reactions from USPTO patents (1976-2016). The task is: Predict the product of the given reaction. (1) Given the reactants Cl[C:2]1[C:11]2[C:6](=[CH:7][CH:8]=[CH:9][CH:10]=2)[CH:5]=[C:4]([NH:12][C:13]2[CH:17]=[CH:16][NH:15][N:14]=2)[N:3]=1.[Cl:18][C:19]1[CH:24]=[CH:23][C:22]([OH:25])=[CH:21][CH:20]=1, predict the reaction product. The product is: [Cl:18][C:19]1[CH:24]=[CH:23][C:22]([O:25][C:2]2[C:11]3[C:6](=[CH:7][CH:8]=[CH:9][CH:10]=3)[CH:5]=[C:4]([NH:12][C:13]3[CH:17]=[CH:16][NH:15][N:14]=3)[N:3]=2)=[CH:21][CH:20]=1. (2) Given the reactants [Si:1]([O:8][C:9]1[CH:10]=[C:11]([CH:14]=[CH:15][CH:16]=1)[CH:12]=O)([C:4]([CH3:7])([CH3:6])[CH3:5])([CH3:3])[CH3:2].Cl.[NH2:18][C:19]([CH3:26])([CH2:24][OH:25])[C:20]([O:22][CH3:23])=[O:21], predict the reaction product. The product is: [Si:1]([O:8][C:9]1[CH:10]=[C:11]([CH:14]=[CH:15][CH:16]=1)[CH2:12][NH:18][C:19]([CH3:26])([CH2:24][OH:25])[C:20]([O:22][CH3:23])=[O:21])([C:4]([CH3:7])([CH3:6])[CH3:5])([CH3:3])[CH3:2]. (3) Given the reactants [S:1]1[CH:5]=[CH:4][CH:3]=[C:2]1[S:6]([N:9]1[CH2:14][CH2:13][N:12]([C:15]2[CH:20]=[CH:19][C:18]([C@:21]([OH:27])([CH3:26])[C:22]([F:25])([F:24])[F:23])=[CH:17][CH:16]=2)[C@@H:11]([CH2:28][N:29]2[CH:34]3[CH2:35][C:36](=[O:38])[CH2:37][CH:30]2[CH2:31][O:32][CH2:33]3)[CH2:10]1)(=[O:8])=[O:7].S1C=CC=C1S(N1CCN(C2C=CC([C@@](O)(C)C(F)(F)F)=CC=2)[C@@H](CN2C3CC(=O)CC2COC3)C1)(=O)=O, predict the reaction product. The product is: [S:1]1[CH:5]=[CH:4][CH:3]=[C:2]1[S:6]([N:9]1[CH2:14][CH2:13][N:12]([C:15]2[CH:20]=[CH:19][C:18]([C:21]([OH:27])([CH3:26])[C:22]([F:25])([F:24])[F:23])=[CH:17][CH:16]=2)[C@@H:11]([CH2:28][N:29]2[CH:30]3[CH2:37][C:36](=[O:38])[CH2:35][CH:34]2[CH2:33][O:32][CH2:31]3)[CH2:10]1)(=[O:7])=[O:8]. (4) Given the reactants [Br:1][C:2]1[CH:10]=[CH:9][C:5]([C:6]([OH:8])=O)=[CH:4][CH:3]=1.[NH2:11][C@@H:12]([C:15]1[CH:20]=[CH:19][CH:18]=[CH:17][CH:16]=1)[CH2:13][OH:14].CCN(C(C)C)C(C)C.C1CN([P+](Br)(N2CCCC2)N2CCCC2)CC1.F[P-](F)(F)(F)(F)F.C1C=CC2N(O)N=NC=2C=1, predict the reaction product. The product is: [Br:1][C:2]1[CH:3]=[CH:4][C:5]([C:6]([NH:11][C@@H:12]([C:15]2[CH:20]=[CH:19][CH:18]=[CH:17][CH:16]=2)[CH2:13][OH:14])=[O:8])=[CH:9][CH:10]=1.